This data is from Catalyst prediction with 721,799 reactions and 888 catalyst types from USPTO. The task is: Predict which catalyst facilitates the given reaction. (1) Reactant: [CH3:1][C:2]([CH3:30])([CH3:29])[C:3]([O:5][NH:6][C@H:7]([C:26]([OH:28])=[O:27])[CH2:8][S:9][C:10]1[CH:15]=[CH:14][CH:13]=[C:12]([O:16][C:17]2[CH:22]=[CH:21][CH:20]=[CH:19][CH:18]=2)[C:11]=1[N+:23]([O-])=O)=[O:4]. Product: [NH2:23][C:11]1[C:12]([O:16][C:17]2[CH:18]=[CH:19][CH:20]=[CH:21][CH:22]=2)=[CH:13][CH:14]=[CH:15][C:10]=1[S:9][CH2:8][C@@H:7]([C:26]([OH:28])=[O:27])[NH:6][O:5][C:3](=[O:4])[C:2]([CH3:29])([CH3:30])[CH3:1]. The catalyst class is: 43. (2) Reactant: Br[C:2]1[CH:7]=[CH:6][CH:5]=[CH:4][C:3]=1[C:8]1[CH:13]=[CH:12][CH:11]=[CH:10][CH:9]=1.[C:14]1(=O)[C:26]2[C:18]([C:19]3[C:24]([CH:25]=2)=[CH:23][CH:22]=[CH:21][CH:20]=3)=[CH:17][CH:16]=[CH:15]1. Product: [CH:7]1[C:2]2[C:25]3([C:26]4[CH:14]=[CH:15][CH:16]=[CH:17][C:18]=4[C:19]4[C:24]3=[CH:23][CH:22]=[CH:21][CH:20]=4)[C:13]3[C:8](=[CH:9][CH:10]=[CH:11][CH:12]=3)[C:3]=2[CH:4]=[CH:5][CH:6]=1. The catalyst class is: 28. (3) Product: [Cl:1][C:2]1[C:3]2[S:10][CH:9]=[C:8]([C:11]([NH:14][C:15]3[C:20]([F:21])=[CH:19][CH:18]=[C:17]([NH:22][S:23]([CH2:26][CH:27]([CH3:28])[CH3:29])(=[O:25])=[O:24])[C:16]=3[Cl:30])=[O:12])[C:4]=2[N:5]=[CH:6][N:7]=1. The catalyst class is: 217. Reactant: [Cl:1][C:2]1[C:3]2[S:10][CH:9]=[C:8]([C:11](Cl)=[O:12])[C:4]=2[N:5]=[CH:6][N:7]=1.[NH2:14][C:15]1[C:16]([Cl:30])=[C:17]([NH:22][S:23]([CH2:26][CH:27]([CH3:29])[CH3:28])(=[O:25])=[O:24])[CH:18]=[CH:19][C:20]=1[F:21].C([O-])(O)=O.[Na+]. (4) Reactant: [NH2:1][C:2]1[CH:7]=[CH:6][C:5]([C@@H:8]2[CH2:10][C@H:9]2[C:11]([OH:13])=[O:12])=[CH:4][CH:3]=1.[C:14]1([C:22]2[CH:27]=[CH:26][CH:25]=[CH:24][CH:23]=2)[CH:19]=[CH:18][C:17]([CH:20]=O)=[CH:16][CH:15]=1.[BH-](OC(C)=O)(OC(C)=O)OC(C)=O.[Na+].O. Product: [C:14]1([C:22]2[CH:23]=[CH:24][CH:25]=[CH:26][CH:27]=2)[CH:15]=[CH:16][C:17]([CH2:20][NH:1][C:2]2[CH:3]=[CH:4][C:5]([C@@H:8]3[CH2:10][C@H:9]3[C:11]([OH:13])=[O:12])=[CH:6][CH:7]=2)=[CH:18][CH:19]=1. The catalyst class is: 576. (5) Reactant: CS(O[CH2:6][CH2:7][NH:8][S:9]([C:12]1[CH:17]=[CH:16][C:15]([C:18]2[C:19]3[C:20]4[CH2:33][CH2:32][CH2:31][C:21]=4[C:22](=[O:30])[NH:23][C:24]=3[CH:25]=[CH:26][C:27]=2[O:28]C)=[CH:14][CH:13]=1)(=[O:11])=[O:10])(=O)=O.[Cl-:34].[Al+3].[Cl-].[Cl-]. Product: [Cl:34][CH2:6][CH2:7][NH:8][S:9]([C:12]1[CH:17]=[CH:16][C:15]([C:18]2[C:19]3[C:20]4[CH2:33][CH2:32][CH2:31][C:21]=4[C:22](=[O:30])[NH:23][C:24]=3[CH:25]=[CH:26][C:27]=2[OH:28])=[CH:14][CH:13]=1)(=[O:11])=[O:10]. The catalyst class is: 68. (6) Reactant: [CH:1]1([CH2:4][CH:5]([C:8]2[CH:9]=[N:10][CH:11]=[N:12][CH:13]=2)[C:6]#[N:7])[CH2:3][CH2:2]1.CI.[CH3:16]C([O-])(C)C.[K+]. Product: [CH:1]1([CH2:4][C:5]([CH3:16])([C:8]2[CH:9]=[N:10][CH:11]=[N:12][CH:13]=2)[C:6]#[N:7])[CH2:3][CH2:2]1. The catalyst class is: 12.